This data is from Catalyst prediction with 721,799 reactions and 888 catalyst types from USPTO. The task is: Predict which catalyst facilitates the given reaction. Reactant: [CH3:1][C:2]1[CH:7]=[CH:6][C:5]([S:8]([C:10]2[CH:11]=[N:12][C:13]3[C:18]([CH:19]=2)=[C:17]([O:20][CH3:21])[CH:16]=[CH:15][CH:14]=3)=[O:9])=[CH:4][CH:3]=1.C1C=C(Cl)C=C(C(OO)=[O:30])C=1.[OH-].[Na+]. Product: [CH3:1][C:2]1[CH:7]=[CH:6][C:5]([S:8]([C:10]2[CH:11]=[N:12][C:13]3[C:18]([CH:19]=2)=[C:17]([O:20][CH3:21])[CH:16]=[CH:15][CH:14]=3)(=[O:30])=[O:9])=[CH:4][CH:3]=1. The catalyst class is: 2.